From a dataset of Full USPTO retrosynthesis dataset with 1.9M reactions from patents (1976-2016). Predict the reactants needed to synthesize the given product. (1) Given the product [OH:1][C:2]1[CH:7]=[CH:6][CH:5]=[CH:4][C:3]=1[C:8]1[N:13]=[C:12]([C:11]2[CH:15]=[CH:16][CH:17]=[CH:18][C:10]=2[OH:9])[N:28]([C:25]2[CH:26]=[CH:27][C:22]([O:21][CH3:20])=[CH:23][CH:24]=2)[N:29]=1, predict the reactants needed to synthesize it. The reactants are: [OH:1][C:2]1[CH:7]=[CH:6][CH:5]=[CH:4][C:3]=1[C:8]1[O:9][C:10]2[CH:18]=[CH:17][CH:16]=[CH:15][C:11]=2[C:12](=O)[N:13]=1.Cl.[CH3:20][O:21][C:22]1[CH:27]=[CH:26][C:25]([NH:28][NH2:29])=[CH:24][CH:23]=1.C(N(CC)CC)C. (2) The reactants are: O.C[Si]([Cl:6])(C)C.[CH3:7][N:8]([CH2:10][CH:11]1[C:17]([C:19]2[CH:24]=[C:23]([OH:25])[CH:22]=[CH:21][C:20]=2[F:26])([OH:18])[CH2:16][CH:15]2[CH2:27][CH:12]1[CH2:13][CH2:14]2)[CH3:9]. Given the product [ClH:6].[CH3:9][N:8]([CH2:10][CH:11]1[C:17]([C:19]2[CH:24]=[C:23]([OH:25])[CH:22]=[CH:21][C:20]=2[F:26])([OH:18])[CH2:16][CH:15]2[CH2:27][CH:12]1[CH2:13][CH2:14]2)[CH3:7], predict the reactants needed to synthesize it. (3) Given the product [OH:2][CH:3]([C:17]1[C:26]2[C:21](=[CH:22][CH:23]=[CH:24][CH:25]=2)[CH:20]=[CH:19][CH:18]=1)[CH:4]([NH:16][C:33](=[O:34])[C:32]1[CH:36]=[CH:37][C:29]([C:28]([F:27])([F:38])[F:39])=[CH:30][CH:31]=1)[CH2:5][C:6]1[CH:11]=[CH:10][C:9]([C:12]([F:13])([F:14])[F:15])=[CH:8][CH:7]=1, predict the reactants needed to synthesize it. The reactants are: Cl.[OH:2][CH:3]([C:17]1[C:26]2[C:21](=[CH:22][CH:23]=[CH:24][CH:25]=2)[CH:20]=[CH:19][CH:18]=1)[CH:4]([NH2:16])[CH2:5][C:6]1[CH:11]=[CH:10][C:9]([C:12]([F:15])([F:14])[F:13])=[CH:8][CH:7]=1.[F:27][C:28]([F:39])([F:38])[C:29]1[CH:37]=[CH:36][C:32]([C:33](Cl)=[O:34])=[CH:31][CH:30]=1.C(=O)([O-])O.[Na+]. (4) The reactants are: [Cl:1][C:2]1[CH:10]=[C:9]2[C:5]([C:6]([C:15]([N:17]3[CH2:22][CH2:21][N:20]([C:23]4[CH:28]=[CH:27][CH:26]=[CH:25][C:24]=4[F:29])[CH2:19][CH2:18]3)=[O:16])=[CH:7][N:8]2[CH2:11][C:12]([OH:14])=O)=[CH:4][CH:3]=1.C(O[C:35](=O)[N:36]([CH2:38][CH2:39][NH2:40])C)(C)(C)C.Cl. Given the product [Cl:1][C:2]1[CH:10]=[C:9]2[C:5]([C:6]([C:15]([N:17]3[CH2:18][CH2:19][N:20]([C:23]4[CH:28]=[CH:27][CH:26]=[CH:25][C:24]=4[F:29])[CH2:21][CH2:22]3)=[O:16])=[CH:7][N:8]2[CH2:11][C:12]([NH:40][CH2:39][CH2:38][NH:36][CH3:35])=[O:14])=[CH:4][CH:3]=1, predict the reactants needed to synthesize it. (5) Given the product [I:34][CH2:6][CH2:7][CH2:8][N:9]([CH2:10][CH2:11][N:12]1[CH:17]=[CH:16][C:15]2[CH:18]=[CH:19][O:20][C:14]=2[C:13]1=[O:21])[S:22]([C:25]1[CH:30]=[CH:29][CH:28]=[CH:27][C:26]=1[N+:31]([O-:33])=[O:32])(=[O:24])=[O:23], predict the reactants needed to synthesize it. The reactants are: CS(O[CH2:6][CH2:7][CH2:8][N:9]([S:22]([C:25]1[CH:30]=[CH:29][CH:28]=[CH:27][C:26]=1[N+:31]([O-:33])=[O:32])(=[O:24])=[O:23])[CH2:10][CH2:11][N:12]1[CH:17]=[CH:16][C:15]2[CH:18]=[CH:19][O:20][C:14]=2[C:13]1=[O:21])(=O)=O.[I-:34].[Na+].CC(C)=O. (6) Given the product [CH2:17]=[C:18]1[CH2:20][C@@H:2]([C:1]([O:11][CH3:12])=[O:10])[C@H:3]([C:4]2[CH:5]=[CH:6][CH:7]=[CH:8][CH:9]=2)[CH2:19]1, predict the reactants needed to synthesize it. The reactants are: [C:1]([O:11][CH3:12])(=[O:10])/[CH:2]=[CH:3]/[C:4]1[CH:9]=[CH:8][CH:7]=[CH:6][CH:5]=1.C(O[CH2:17][C:18]([CH2:20][Si](C)(C)C)=[CH2:19])(=O)C. (7) Given the product [CH2:42]([N:43]([CH2:46][CH3:47])[CH2:44][CH2:45][O:26][C:22]1[CH:21]=[C:20]([C:18]2[CH:19]=[C:14]([NH:13][C:11]3[CH:10]=[CH:9][CH:8]=[C:7]([N:3]4[CH2:4][CH2:5][CH2:6][CH:2]4[CH3:1])[N:12]=3)[C:15]3[N:16]([CH:27]=[CH:28][N:29]=3)[N:17]=2)[CH:25]=[CH:24][CH:23]=1)[CH3:41], predict the reactants needed to synthesize it. The reactants are: [CH3:1][CH:2]1[CH2:6][CH2:5][CH2:4][N:3]1[C:7]1[N:12]=[C:11]([NH:13][C:14]2[C:15]3[N:16]([CH:27]=[CH:28][N:29]=3)[N:17]=[C:18]([C:20]3[CH:21]=[C:22]([OH:26])[CH:23]=[CH:24][CH:25]=3)[CH:19]=2)[CH:10]=[CH:9][CH:8]=1.C([O-])([O-])=O.[K+].[K+].CS(O[CH2:41][CH2:42][N:43]([CH2:46][CH3:47])[CH2:44][CH3:45])(=O)=O.O.